This data is from Catalyst prediction with 721,799 reactions and 888 catalyst types from USPTO. The task is: Predict which catalyst facilitates the given reaction. (1) Reactant: [NH2:1][C:2]1[S:3][C:4]([CH3:8])=[C:5]([CH3:7])[N:6]=1.[I:9][CH2:10][CH2:11][CH2:12][CH3:13]. Product: [IH:9].[CH2:10]([N:6]1[C:5]([CH3:7])=[C:4]([CH3:8])[S:3][C:2]1=[NH:1])[CH2:11][CH2:12][CH3:13]. The catalyst class is: 11. (2) Reactant: [I:1][C:2]1[CH:8]=[CH:7][CH:6]=[CH:5][C:3]=1[NH2:4].[CH3:9][N:10]1[CH2:15][CH2:14][C:13](=O)[CH2:12][CH2:11]1.C(O[BH-](OC(=O)C)OC(=O)C)(=O)C.[Na+].C(O)(=O)C. Product: [I:1][C:2]1[CH:8]=[CH:7][CH:6]=[CH:5][C:3]=1[NH:4][CH:13]1[CH2:14][CH2:15][N:10]([CH3:9])[CH2:11][CH2:12]1. The catalyst class is: 26. (3) Reactant: Cl[C:2]1[N:7]=[CH:6][C:5]([O:8][CH2:9][CH:10]2[CH2:15][CH2:14][N:13]([C:16]([O:18][C:19]([CH3:22])([CH3:21])[CH3:20])=[O:17])[CH2:12][CH2:11]2)=[CH:4][CH:3]=1.CC1(C)C(C)(C)OB([C:31]2[CH:36]=[CH:35][C:34]([NH:37][C:38](=[O:40])[CH3:39])=[CH:33][CH:32]=2)O1.C(=O)([O-])[O-].[K+].[K+].O1CCOCC1. Product: [C:38]([NH:37][C:34]1[CH:35]=[CH:36][C:31]([C:2]2[N:7]=[CH:6][C:5]([O:8][CH2:9][CH:10]3[CH2:15][CH2:14][N:13]([C:16]([O:18][C:19]([CH3:22])([CH3:21])[CH3:20])=[O:17])[CH2:12][CH2:11]3)=[CH:4][CH:3]=2)=[CH:32][CH:33]=1)(=[O:40])[CH3:39]. The catalyst class is: 103. (4) Reactant: Br[C:2]1[CH:3]=[C:4]([C:9]([CH2:25][CH3:26])=[C:10]([C:18]2[CH:23]=[CH:22][C:21]([OH:24])=[CH:20][CH:19]=2)[C:11]2[CH:16]=[CH:15][C:14]([OH:17])=[CH:13][CH:12]=2)[CH:5]=[CH:6][C:7]=1[F:8].[CH2:27](N(CC)CC)[CH3:28].C(O[C:37](=O)[CH:38]=[CH2:39])C.[CH3:41]N(C=O)C.[C:46]([O-:49])(O)=[O:47].[Na+]. Product: [CH2:25]([C:9]([C:4]1[CH:5]=[CH:6][C:7]([F:8])=[C:2](/[CH:27]=[CH:28]/[C:46]([O:49][C:38]([CH3:37])([CH3:39])[CH3:41])=[O:47])[CH:3]=1)=[C:10]([C:18]1[CH:23]=[CH:22][C:21]([OH:24])=[CH:20][CH:19]=1)[C:11]1[CH:16]=[CH:15][C:14]([OH:17])=[CH:13][CH:12]=1)[CH3:26]. The catalyst class is: 6. (5) Reactant: [Br:1][C:2]1[CH:3]=[N:4][CH:5]=[C:6]([Br:8])[CH:7]=1.[Li+].[CH3:10][CH:11]([N-]C(C)C)[CH3:12].C(Br)C=C.[NH4+].[Cl-]. Product: [CH2:12]([C:7]1[C:6]([Br:8])=[CH:5][N:4]=[CH:3][C:2]=1[Br:1])[CH:11]=[CH2:10]. The catalyst class is: 1. (6) Reactant: [Cl:1][C:2]1[CH:7]=[CH:6][N:5]=[C:4]([NH:8][C:9]2[CH:17]=[CH:16][C:12]([C:13]([OH:15])=O)=[CH:11][CH:10]=2)[N:3]=1.[CH2:18]([NH2:20])[CH3:19].CN(C(ON1N=NC2C=CC=NC1=2)=[N+](C)C)C.F[P-](F)(F)(F)(F)F.C(N(CC)CC)C. Product: [Cl:1][C:2]1[CH:7]=[CH:6][N:5]=[C:4]([NH:8][C:9]2[CH:10]=[CH:11][C:12]([C:13]([NH:20][CH2:18][CH3:19])=[O:15])=[CH:16][CH:17]=2)[N:3]=1. The catalyst class is: 34. (7) Reactant: [CH3:1][C:2]1[CH:7]=[CH:6][C:5]([C:8]2[O:9][C:10]([CH3:13])=[N:11][N:12]=2)=[CH:4][C:3]=1[C:14]1[CH:19]=[CH:18][C:17]([C:20](O)=[O:21])=[CH:16][CH:15]=1.C1C=CC2N(O)N=NC=2C=1.Cl.CN(C)CCCN=C=NCC.[CH:45]1([CH2:51][CH2:52][NH2:53])[CH2:50][CH2:49][CH2:48][CH2:47][CH2:46]1. Product: [CH:45]1([CH2:51][CH2:52][NH:53][C:20]([C:17]2[CH:18]=[CH:19][C:14]([C:3]3[CH:4]=[C:5]([C:8]4[O:9][C:10]([CH3:13])=[N:11][N:12]=4)[CH:6]=[CH:7][C:2]=3[CH3:1])=[CH:15][CH:16]=2)=[O:21])[CH2:50][CH2:49][CH2:48][CH2:47][CH2:46]1. The catalyst class is: 3. (8) Reactant: [Cl:1][C:2]1[CH:3]=[C:4]([CH:19]=[CH:20][CH:21]=1)[CH2:5][O:6][C:7]1[CH:15]=[CH:14][CH:13]=[C:9]([C:10]([OH:12])=O)[C:8]=1[C:16]([OH:18])=O.Cl.[NH2:23][CH:24]1[CH2:30][CH2:29][C:28](=[O:31])[NH:27][C:25]1=[O:26]. Product: [Cl:1][C:2]1[CH:3]=[C:4]([CH:19]=[CH:20][CH:21]=1)[CH2:5][O:6][C:7]1[CH:15]=[CH:14][CH:13]=[C:9]2[C:8]=1[C:16](=[O:18])[N:23]([CH:24]1[CH2:30][CH2:29][C:28](=[O:31])[NH:27][C:25]1=[O:26])[C:10]2=[O:12]. The catalyst class is: 17. (9) Reactant: [CH2:1]([N:3]1[C:7](=[O:8])[C:6](O)=[C:5]([C:10]2[CH:15]=[CH:14][CH:13]=[CH:12][CH:11]=2)[S:4]1(=[O:17])=[O:16])[CH3:2].CN(C=O)C.C(Cl)(=O)C([Cl:26])=O. Product: [Cl:26][C:6]1[C:7](=[O:8])[N:3]([CH2:1][CH3:2])[S:4](=[O:17])(=[O:16])[C:5]=1[C:10]1[CH:15]=[CH:14][CH:13]=[CH:12][CH:11]=1. The catalyst class is: 2.